From a dataset of Catalyst prediction with 721,799 reactions and 888 catalyst types from USPTO. Predict which catalyst facilitates the given reaction. Reactant: [Cl-].[CH2:2]([O:4][CH2:5][N+:6]1([CH3:11])[CH2:10][CH2:9][CH2:8][CH2:7]1)[CH3:3].[F:12][As-:13]([F:18])([F:17])([F:16])([F:15])[F:14].[Li+].C(Cl)(Cl)Cl. Product: [F:12][As-:13]([F:18])([F:17])([F:16])([F:15])[F:14].[CH2:2]([O:4][CH2:5][N+:6]1([CH3:11])[CH2:10][CH2:9][CH2:8][CH2:7]1)[CH3:3]. The catalyst class is: 6.